Dataset: Forward reaction prediction with 1.9M reactions from USPTO patents (1976-2016). Task: Predict the product of the given reaction. (1) Given the reactants N[C:2]1[C:3]([CH3:12])=[C:4]([CH:9]=[CH:10][CH:11]=1)[C:5]([O:7]C)=[O:6].N([O-])=[O:14].[Na+], predict the reaction product. The product is: [OH:14][C:2]1[C:3]([CH3:12])=[C:4]([CH:9]=[CH:10][CH:11]=1)[C:5]([OH:7])=[O:6]. (2) Given the reactants [Cl:1][C:2]1[CH:10]=[C:9]2[C:5]([C:6]([C:18]3[N:19]=[C:20]4[C:26]([C:27]([NH:29][CH:30]([CH3:32])[CH3:31])=[O:28])=[CH:25][N:24](COCC[Si](C)(C)C)[C:21]4=[N:22][CH:23]=3)=[N:7][N:8]2[CH2:11][C:12]2[N:13]([CH3:17])[CH:14]=[CH:15][N:16]=2)=[CH:4][CH:3]=1.FC(F)(F)C(O)=O, predict the reaction product. The product is: [Cl:1][C:2]1[CH:10]=[C:9]2[C:5]([C:6]([C:18]3[N:19]=[C:20]4[C:26]([C:27]([NH:29][CH:30]([CH3:32])[CH3:31])=[O:28])=[CH:25][NH:24][C:21]4=[N:22][CH:23]=3)=[N:7][N:8]2[CH2:11][C:12]2[N:13]([CH3:17])[CH:14]=[CH:15][N:16]=2)=[CH:4][CH:3]=1. (3) Given the reactants C(OC([NH:8][CH:9]([C:17](=[N:24][OH:25])[C:18]1[CH:23]=[CH:22][N:21]=[CH:20][CH:19]=1)[C:10]([N:12]1[CH2:16][CH2:15][CH2:14][CH2:13]1)=[O:11])=O)(C)(C)C.Cl, predict the reaction product. The product is: [NH2:8][CH:9]([C:17](=[N:24][OH:25])[C:18]1[CH:19]=[CH:20][N:21]=[CH:22][CH:23]=1)[C:10]([N:12]1[CH2:13][CH2:14][CH2:15][CH2:16]1)=[O:11]. (4) Given the reactants [Br:1][C:2]1[N:7]2[CH:8]=[CH:9][N:10]=[C:6]2[C:5](Br)=[N:4][CH:3]=1.[N:12]1([C:18]2[CH:19]=[CH:20][C:21]([NH2:24])=[N:22][CH:23]=2)[CH2:17][CH2:16][O:15][CH2:14][CH2:13]1.CC([O-])(C)C.[Na+].CC1(C)C2C(=C(P(C3C=CC=CC=3)C3C=CC=CC=3)C=CC=2)OC2C(P(C3C=CC=CC=3)C3C=CC=CC=3)=CC=CC1=2, predict the reaction product. The product is: [Br:1][C:2]1[N:7]2[CH:8]=[CH:9][N:10]=[C:6]2[C:5]([NH:24][C:21]2[CH:20]=[CH:19][C:18]([N:12]3[CH2:13][CH2:14][O:15][CH2:16][CH2:17]3)=[CH:23][N:22]=2)=[N:4][CH:3]=1. (5) Given the reactants [F-].C([N+](CCCC)(CCCC)CCCC)CCC.[Br:19][C:20]1[CH:21]=[C:22]2[CH:28]=[CH:27][N:26]([Si](C(C)(C)C)(C)C)[C:23]2=[N:24][CH:25]=1, predict the reaction product. The product is: [Br:19][C:20]1[CH:21]=[C:22]2[CH:28]=[CH:27][NH:26][C:23]2=[N:24][CH:25]=1. (6) The product is: [CH3:1][O:2][C:3]1[N:8]=[C:7]([C:9]2[CH:10]=[C:11]3[C:15](=[CH:16][CH:17]=2)[NH:14][N:13]=[C:12]3[C:24]2[N:29]=[C:28]([N:30]3[CH2:31][CH2:32][CH:33]([NH2:36])[CH2:34][CH2:35]3)[CH:27]=[N:26][CH:25]=2)[CH:6]=[C:5]([O:44][CH3:45])[N:4]=1. Given the reactants [CH3:1][O:2][C:3]1[N:8]=[C:7]([C:9]2[CH:10]=[C:11]3[C:15](=[CH:16][CH:17]=2)[N:14](C2CCCCO2)[N:13]=[C:12]3[C:24]2[N:29]=[C:28]([N:30]3[CH2:35][CH2:34][CH:33]([NH:36]C(=O)OC(C)(C)C)[CH2:32][CH2:31]3)[CH:27]=[N:26][CH:25]=2)[CH:6]=[C:5]([O:44][CH3:45])[N:4]=1, predict the reaction product. (7) Given the reactants [C:1]([O:5][C:6](=[O:25])[NH:7][C:8]([CH2:23][OH:24])([CH2:18][O:19][CH2:20][O:21][CH3:22])[CH2:9][CH2:10][O:11][CH:12]1[CH2:17][CH2:16][CH2:15][CH2:14][O:13]1)([CH3:4])([CH3:3])[CH3:2].[Br-].[Na+].CC1(C)N([O])C(C)(C)CCC1.Cl[O-].[Na+].C(=O)([O-])O.[Na+], predict the reaction product. The product is: [C:1]([O:5][C:6](=[O:25])[NH:7][C:8]([CH:23]=[O:24])([CH2:18][O:19][CH2:20][O:21][CH3:22])[CH2:9][CH2:10][O:11][CH:12]1[CH2:17][CH2:16][CH2:15][CH2:14][O:13]1)([CH3:4])([CH3:2])[CH3:3]. (8) The product is: [CH:14]1([S:11]([NH:10][C:4]2[CH:3]=[C:2]([C:33]3[CH:32]=[C:31]4[C:27]([CH:28]=[N:29][NH:30]4)=[C:26]([NH:25][C:23]([C:21]4[N:22]=[C:18]([CH3:17])[S:19][CH:20]=4)=[O:24])[CH:34]=3)[CH:7]=[N:6][C:5]=2[O:8][CH3:9])(=[O:13])=[O:12])[CH2:16][CH2:15]1. Given the reactants Br[C:2]1[CH:3]=[C:4]([NH:10][S:11]([CH:14]2[CH2:16][CH2:15]2)(=[O:13])=[O:12])[C:5]([O:8][CH3:9])=[N:6][CH:7]=1.[CH3:17][C:18]1[S:19][CH:20]=[C:21]([C:23]([NH:25][C:26]2[CH:34]=[C:33]([Sn](C)(C)C)[CH:32]=[C:31]3[C:27]=2[CH:28]=[N:29][N:30]3S(C2C=CC=CC=2)(=O)=O)=[O:24])[N:22]=1.CN(C=O)C, predict the reaction product. (9) Given the reactants Cl[C:2]1[CH:7]=[CH:6][N:5]=[C:4]2[O:8][C:9]([C:17]3[CH:18]=[C:19]([C:23]([N:25]4[CH2:30][CH2:29][N:28]([CH3:31])[CH2:27][CH2:26]4)=[O:24])[CH:20]=[CH:21][CH:22]=3)=[C:10]([C:11]3[CH:16]=[CH:15][CH:14]=[CH:13][CH:12]=3)[C:3]=12.C1(P(C2CCCCC2)C2C=CC=CC=2C2C(CCC)=CC(CCC)=CC=2CCC)CCCCC1.CC([O-])(C)C.[Na+].[NH2:72][CH2:73][CH2:74][N:75]1[CH2:80][CH2:79][N:78]([C:81]([O:83][C:84]([CH3:87])([CH3:86])[CH3:85])=[O:82])[CH2:77][CH2:76]1, predict the reaction product. The product is: [CH3:31][N:28]1[CH2:27][CH2:26][N:25]([C:23]([C:19]2[CH:18]=[C:17]([C:9]3[O:8][C:4]4=[N:5][CH:6]=[CH:7][C:2]([NH:72][CH2:73][CH2:74][N:75]5[CH2:80][CH2:79][N:78]([C:81]([O:83][C:84]([CH3:87])([CH3:86])[CH3:85])=[O:82])[CH2:77][CH2:76]5)=[C:3]4[C:10]=3[C:11]3[CH:16]=[CH:15][CH:14]=[CH:13][CH:12]=3)[CH:22]=[CH:21][CH:20]=2)=[O:24])[CH2:30][CH2:29]1.[CH3:31][N:28]1[CH2:27][CH2:26][N:25]([C:23]([C:19]2[CH:18]=[C:17]([C:9]3[O:8][C:4]4=[N:5][CH:6]=[CH:7][CH:2]=[C:3]4[C:10]=3[C:11]3[CH:16]=[CH:15][CH:14]=[CH:13][CH:12]=3)[CH:22]=[CH:21][CH:20]=2)=[O:24])[CH2:30][CH2:29]1. (10) Given the reactants [CH:1]1([N:4]2[CH:13]=[CH:12][C:11]3[C:6](=[CH:7][CH:8]=[CH:9][C:10]=3[N+:14]([O-])=O)[C:5]2=[O:17])[CH2:3][CH2:2]1.C(O)C.[Cl-].[NH4+].O, predict the reaction product. The product is: [NH2:14][C:10]1[CH:9]=[CH:8][CH:7]=[C:6]2[C:11]=1[CH:12]=[CH:13][N:4]([CH:1]1[CH2:3][CH2:2]1)[C:5]2=[O:17].